Dataset: Reaction yield outcomes from USPTO patents with 853,638 reactions. Task: Predict the reaction yield, written as a fraction of the theoretical maximum amount of product (1.0 means a 100% yield; for example, 0.34 means a 34% yield). (1) The reactants are Cl.[O:2]([NH2:4])[CH3:3].[F:5][C:6]1[CH:11]=[CH:10][CH:9]=[C:8]([F:12])[C:7]=1[C:13]1[N:18]=[C:17]([C:19]([NH:21][C:22]2[CH:23]=[N:24][CH:25]=[CH:26][C:27]=2[C@H:28]2[CH2:33][C@@H:32]([NH:34]C(=O)OC(C)(C)C)[C:31](=O)[C@@H:30]([CH3:43])[CH2:29]2)=[O:20])[CH:16]=[CH:15][C:14]=1[F:44]. The catalyst is CCO.N1C=CC=CC=1. The product is [NH2:34][C@@H:32]1[CH2:33][C@H:28]([C:27]2[CH:26]=[CH:25][N:24]=[CH:23][C:22]=2[NH:21][C:19](=[O:20])[C:17]2[CH:16]=[CH:15][C:14]([F:44])=[C:13]([C:7]3[C:6]([F:5])=[CH:11][CH:10]=[CH:9][C:8]=3[F:12])[N:18]=2)[CH2:29][C@H:30]([CH3:43])/[C:31]/1=[N:4]\[O:2][CH3:3]. The yield is 0.160. (2) The catalyst is [Zn].O. The yield is 0.770. The product is [CH2:26]([CH:23]1[CH:24]=[C:7]([C:8]2[CH:13]=[CH:12][CH:11]=[CH:10][CH:9]=2)[C:15]2[CH:20]=[CH:19][CH:18]=[CH:17][C:16]=2[S:21][CH2:22]1)[CH3:27]. The reactants are COCCOC.[C:7]([C:15]1[CH:20]=[CH:19][CH:18]=[CH:17][C:16]=1[S:21][CH2:22][CH:23]([CH2:26][CH3:27])[CH:24]=O)(=O)[C:8]1[CH:13]=[CH:12][CH:11]=[CH:10][CH:9]=1. (3) The reactants are [Cl:1][C:2]1[CH:10]=[C:9]2[C:5]([C:6]([CH2:18][C:19]3[CH:24]=[CH:23][CH:22]=[C:21]([Cl:25])[CH:20]=3)([CH:12]3[CH2:17][CH2:16][CH2:15][NH:14][CH2:13]3)[C:7](=[O:11])[NH:8]2)=[CH:4][CH:3]=1.C(N(CC)CC)C.[N:33]([C:36]1[CH:41]=[CH:40][C:39]([C:42](=[O:44])[CH3:43])=[CH:38][CH:37]=1)=[C:34]=[O:35]. The catalyst is ClCCl. The product is [C:42]([C:39]1[CH:40]=[CH:41][C:36]([NH:33][C:34]([N:14]2[CH2:15][CH2:16][CH2:17][CH:12]([C:6]3([CH2:18][C:19]4[CH:24]=[CH:23][CH:22]=[C:21]([Cl:25])[CH:20]=4)[C:5]4[C:9](=[CH:10][C:2]([Cl:1])=[CH:3][CH:4]=4)[NH:8][C:7]3=[O:11])[CH2:13]2)=[O:35])=[CH:37][CH:38]=1)(=[O:44])[CH3:43]. The yield is 0.390. (4) The reactants are [C:1](=[O:4])([O-])[O-].[K+].[K+].N([CH2:10][C@@H]1C[C@@H](SC(C2C=CC=CC=2)(C2C=CC=CC=2)C2C=CC=CC=2)CN1S(C1C=CC2C(=CC=CC=2)C=1)(=O)=O)=[N+]=[N-].C(CC(=O)C)(=O)C.[CH3:56][C:57]1[N:61]([CH2:62][C@@H:63]2[CH2:67][C@@H:66]([S:68]C(C3C=CC=CC=3)(C3C=CC=CC=3)C3C=CC=CC=3)[CH2:65][N:64]2[S:88]([C:91]2[CH:100]=[CH:99][C:98]3[C:93](=[CH:94][CH:95]=[CH:96][CH:97]=3)[CH:92]=2)(=[O:90])=[O:89])[N:60]=[N:59][C:58]=1C(=O)C.C(O)(C(F)(F)F)=O.C([SiH](CC)CC)C.C([O-])(O)=O.[Na+]. The catalyst is CS(C)=O.O.C(#N)C. The product is [SH:68][C@H:66]1[CH2:65][N:64]([S:88]([C:91]2[CH:100]=[CH:99][C:98]3[C:93](=[CH:94][CH:95]=[CH:96][CH:97]=3)[CH:92]=2)(=[O:89])=[O:90])[C@H:63]([CH2:62][N:61]2[C:57]([CH3:56])=[C:58]([C:1](=[O:4])[CH3:10])[N:59]=[N:60]2)[CH2:67]1. The yield is 0.660.